From a dataset of Reaction yield outcomes from USPTO patents with 853,638 reactions. Predict the reaction yield, written as a fraction of the theoretical maximum amount of product (1.0 means a 100% yield; for example, 0.34 means a 34% yield). (1) The reactants are N[C:2]1[CH:11]=[CH:10][C:9]2[N:8]=[CH:7][CH:6]=[CH:5][C:4]=2[C:3]=1[C:12]#[N:13].N([O-])=O.[Na+].O.[Br-:19]. The catalyst is O1CCOCC1.Br. The product is [Br:19][C:2]1[CH:11]=[CH:10][C:9]2[N:8]=[CH:7][CH:6]=[CH:5][C:4]=2[C:3]=1[C:12]#[N:13]. The yield is 0.550. (2) The reactants are CS(C(C)C(OCC)=O)(=O)=O.BrCCC=C.[CH3:17][C:18]([S:28]([CH3:31])(=[O:30])=[O:29])([CH2:24][CH2:25][C:26]#[CH:27])[C:19]([O:21][CH2:22][CH3:23])=[O:20]. No catalyst specified. The product is [CH3:17][C:18]([S:28]([CH3:31])(=[O:29])=[O:30])([CH2:24][CH2:25][CH:26]=[CH2:27])[C:19]([O:21][CH2:22][CH3:23])=[O:20]. The yield is 0.460. (3) The reactants are [CH2:1]([C:3]1[C:4]([CH3:26])=[C:5]2[C:9](=[C:10]([O:18][CH2:19][CH2:20][Si:21]([CH3:24])([CH3:23])[CH3:22])[C:11]=1[CH2:12][CH:13]=[C:14]([CH3:17])[CH2:15]O)[C:8](=[O:25])[O:7][CH2:6]2)[CH3:2].C1(P(C2C=CC=CC=2)C2C=CC=CC=2)C=CC=CC=1.C(Br)(Br)(Br)[Br:47]. The catalyst is C(Cl)Cl. The product is [Br:47][CH2:15][C:14]([CH3:17])=[CH:13][CH2:12][C:11]1[C:10]([O:18][CH2:19][CH2:20][Si:21]([CH3:23])([CH3:24])[CH3:22])=[C:9]2[C:5]([CH2:6][O:7][C:8]2=[O:25])=[C:4]([CH3:26])[C:3]=1[CH2:1][CH3:2]. The yield is 0.870. (4) The reactants are C(OC([N:8]1[CH2:13][CH2:12][N:11]([CH2:14][CH3:15])[C:10](=[O:16])[CH2:9]1)=O)(C)(C)C.[ClH:17].O1CCOCC1. The catalyst is ClCCl. The product is [ClH:17].[CH2:14]([N:11]1[CH2:12][CH2:13][NH:8][CH2:9][C:10]1=[O:16])[CH3:15]. The yield is 0.940.